From a dataset of Reaction yield outcomes from USPTO patents with 853,638 reactions. Predict the reaction yield, written as a fraction of the theoretical maximum amount of product (1.0 means a 100% yield; for example, 0.34 means a 34% yield). (1) The reactants are [C:1]([C:3]1[CH:4]=[C:5]([C@@H:13]([CH2:17][CH:18]2[CH2:22][CH2:21][CH2:20][CH2:19]2)[C:14](O)=[O:15])[CH:6]=[CH:7][C:8]=1[S:9]([CH3:12])(=[O:11])=[O:10])#[N:2].C(Cl)(=O)C(Cl)=O.[NH2:29][C:30]1[CH:34]=[CH:33][N:32]([CH2:35][C:36]([CH3:39])([OH:38])[CH3:37])[N:31]=1.N1C(C)=CC=CC=1C. The catalyst is CN(C)C=O.C(Cl)Cl. The product is [C:1]([C:3]1[CH:4]=[C:5]([C@@H:13]([CH2:17][CH:18]2[CH2:22][CH2:21][CH2:20][CH2:19]2)[C:14]([NH:29][C:30]2[CH:34]=[CH:33][N:32]([CH2:35][C:36]([OH:38])([CH3:37])[CH3:39])[N:31]=2)=[O:15])[CH:6]=[CH:7][C:8]=1[S:9]([CH3:12])(=[O:11])=[O:10])#[N:2]. The yield is 0.620. (2) The reactants are [F:1][C:2]1[CH:13]=[CH:12][C:5]2[NH:6][C:7](=[O:11])[O:8][C:9](=[O:10])[C:4]=2[CH:3]=1.[H-].[Na+].[F:16][C:17]1[CH:24]=[CH:23][C:20]([CH2:21]Br)=[CH:19][CH:18]=1. The catalyst is CN(C=O)C. The product is [F:1][C:2]1[CH:13]=[CH:12][C:5]2[N:6]([CH2:21][C:20]3[CH:23]=[CH:24][C:17]([F:16])=[CH:18][CH:19]=3)[C:7](=[O:11])[O:8][C:9](=[O:10])[C:4]=2[CH:3]=1. The yield is 0.670.